From a dataset of Forward reaction prediction with 1.9M reactions from USPTO patents (1976-2016). Predict the product of the given reaction. (1) The product is: [CH3:39][CH:40]([CH3:47])[CH2:41][CH2:42][S:43]([O:20][C:17]1[CH:16]=[CH:15][C:14]([C:13]2[N:9]([C:3]3[CH:4]=[CH:5][C:6]([Cl:8])=[CH:7][C:2]=3[Cl:1])[N:10]=[C:11]([C:22]([NH:24][C:25]3[CH:30]=[CH:29][C:28]([CH3:31])=[CH:27][N:26]=3)=[O:23])[C:12]=2[CH3:21])=[CH:19][CH:18]=1)(=[O:45])=[O:44]. Given the reactants [Cl:1][C:2]1[CH:7]=[C:6]([Cl:8])[CH:5]=[CH:4][C:3]=1[N:9]1[C:13]([C:14]2[CH:19]=[CH:18][C:17]([OH:20])=[CH:16][CH:15]=2)=[C:12]([CH3:21])[C:11]([C:22]([NH:24][C:25]2[CH:30]=[CH:29][C:28]([CH3:31])=[CH:27][N:26]=2)=[O:23])=[N:10]1.C(N(CC)CC)C.[CH3:39][CH:40]([CH3:47])[CH2:41][CH2:42][S:43](Cl)(=[O:45])=[O:44], predict the reaction product. (2) Given the reactants Cl[C:2]1N=C(N[C@@H]2[C@@H]3C[C@@H](C=C3)[C@@H]2C(N)=O)C(Cl)=[CH:4][N:3]=1.Cl[C:21]1[N:26]=[C:25]([NH:27][C:28]2[CH:33]=[CH:32][CH:31]=[CH:30][C:29]=2[S:34](C(C)C)(=[O:36])=[O:35])[C:24]([Cl:40])=[CH:23][N:22]=1.COC1C(N)=CC2CCC(N3CCOCC3)CCC=2C=1.[CH3:61][O:62][C:63]1[CH:64]=[CH:65][C:66]2[CH2:72][CH2:71][CH:70]([N:73]3[CH2:78][CH2:77][O:76][CH2:75][CH2:74]3)[CH2:69][CH2:68][C:67]=2[C:79]=1[NH2:80], predict the reaction product. The product is: [Cl:40][C:24]1[C:25]([NH:27][C:28]2[CH:33]=[CH:32][CH:31]=[CH:30][C:29]=2[S:34]([N:3]([CH3:4])[CH3:2])(=[O:35])=[O:36])=[N:26][C:21]([NH:80][C:79]2[C:67]3[CH2:68][CH2:69][CH:70]([N:73]4[CH2:74][CH2:75][O:76][CH2:77][CH2:78]4)[CH2:71][CH2:72][C:66]=3[CH:65]=[CH:64][C:63]=2[O:62][CH3:61])=[N:22][CH:23]=1.